This data is from Forward reaction prediction with 1.9M reactions from USPTO patents (1976-2016). The task is: Predict the product of the given reaction. (1) Given the reactants CCCC[N+](CCCC)(CCCC)CCCC.[F-].[CH3:19][O:20][C:21]1[CH:84]=[CH:83][C:24]([C:25]([O:38][C@@H:39]2[C@@H:43]([CH2:44][O:45][Si](C(C)(C)C)(C)C)[O:42][C@@H:41]([N:53]3[CH:81]=[CH:80][C:57]([NH:58][C:59]([C:74]4[CH:79]=[CH:78][CH:77]=[CH:76][CH:75]=4)([C:68]4[CH:73]=[CH:72][CH:71]=[CH:70][CH:69]=4)[C:60]4[CH:65]=[CH:64][C:63]([O:66][CH3:67])=[CH:62][CH:61]=4)=[N:56][C:54]3=[O:55])[C@@H:40]2[F:82])([C:32]2[CH:37]=[CH:36][CH:35]=[CH:34][CH:33]=2)[C:26]2[CH:31]=[CH:30][CH:29]=[CH:28][CH:27]=2)=[CH:23][CH:22]=1, predict the reaction product. The product is: [CH3:19][O:20][C:21]1[CH:84]=[CH:83][C:24]([C:25]([O:38][C@@H:39]2[C@@H:43]([CH2:44][OH:45])[O:42][C@@H:41]([N:53]3[CH:81]=[CH:80][C:57]([NH:58][C:59]([C:74]4[CH:75]=[CH:76][CH:77]=[CH:78][CH:79]=4)([C:68]4[CH:69]=[CH:70][CH:71]=[CH:72][CH:73]=4)[C:60]4[CH:65]=[CH:64][C:63]([O:66][CH3:67])=[CH:62][CH:61]=4)=[N:56][C:54]3=[O:55])[C@@H:40]2[F:82])([C:32]2[CH:33]=[CH:34][CH:35]=[CH:36][CH:37]=2)[C:26]2[CH:27]=[CH:28][CH:29]=[CH:30][CH:31]=2)=[CH:23][CH:22]=1. (2) Given the reactants [CH:1]([C:3]1[C:12](=[O:13])[C:11]2[C:6](=[CH:7][CH:8]=[CH:9][C:10]=2[O:14][CH3:15])[O:5][CH:4]=1)=O.[C:16]([C:22]([O:24][CH3:25])=[O:23])#[C:17][C:18]([O:20][CH3:21])=[O:19].C1(P(C2C=CC=CC=2)C2C=CC=CC=2)C=CC=CC=1.[NH2:45][CH2:46][CH2:47][C:48]1[C:56]2[C:51](=[CH:52][CH:53]=[CH:54][CH:55]=2)[NH:50][CH:49]=1, predict the reaction product. The product is: [OH:5][C:6]1[CH:7]=[CH:8][CH:9]=[C:10]([O:14][CH3:15])[C:11]=1[C:12]([C:3]1[CH:1]=[C:17]([C:18]([O:20][CH3:21])=[O:19])[C:16]2([C:22]([O:24][CH3:25])=[O:23])[N:45]([CH2:46][CH2:47][C:48]3[C:56]4[C:51](=[CH:52][CH:53]=[CH:54][CH:55]=4)[NH:50][C:49]=32)[CH:4]=1)=[O:13]. (3) Given the reactants Cl[C:2]1[CH:7]=[C:6]([O:8][CH2:9][C:10]2[CH:15]=[CH:14][CH:13]=[CH:12][N:11]=2)[N:5]=[C:4]2[CH2:16][CH2:17][CH2:18][C:3]=12.C([Sn](CCCC)(CCCC)[C:24]1[CH:29]=[N:28][CH:27]=[CH:26][N:25]=1)CCC.CN(C=O)C, predict the reaction product. The product is: [N:25]1[CH:26]=[CH:27][N:28]=[CH:29][C:24]=1[C:2]1[CH:7]=[C:6]([O:8][CH2:9][C:10]2[CH:15]=[CH:14][CH:13]=[CH:12][N:11]=2)[N:5]=[C:4]2[CH2:16][CH2:17][CH2:18][C:3]=12. (4) The product is: [CH3:22][C:21]1[CH:20]=[CH:19][CH:18]=[C:17]([CH3:23])[C:16]=1[C:13]1[CH:12]=[CH:11][C:10]2[C:9]3[N:24]([CH:27]4[CH2:32][CH2:31][O:30][CH2:29][CH2:28]4)[N:25]=[CH:26][C:8]=3[C:7](=[O:33])[NH:6][C:15]=2[CH:14]=1. Given the reactants COC1C=C(OC)C=CC=1C[N:6]1[C:15]2[CH:14]=[C:13]([C:16]3[C:21]([CH3:22])=[CH:20][CH:19]=[CH:18][C:17]=3[CH3:23])[CH:12]=[CH:11][C:10]=2[C:9]2[N:24]([CH:27]3[CH2:32][CH2:31][O:30][CH2:29][CH2:28]3)[N:25]=[CH:26][C:8]=2[C:7]1=[O:33], predict the reaction product. (5) The product is: [CH3:29][O:30][C:31](=[O:48])[C:32]1[CH:37]=[CH:36][C:35]([NH:38][C:39]([N:9]2[CH2:10][C@@H:11]([CH2:23][C:24]([CH3:25])([CH3:27])[CH3:26])[C@@:12]([C:15]3[CH:20]=[CH:19][C:18]([Cl:21])=[CH:17][C:16]=3[F:22])([C:13]#[N:14])[C@H:8]2[C:4]2[CH:5]=[CH:6][CH:7]=[C:2]([Cl:1])[C:3]=2[F:28])=[O:40])=[CH:34][C:33]=1[O:46][CH3:47]. Given the reactants [Cl:1][C:2]1[C:3]([F:28])=[C:4]([CH:8]2[C:12]([C:15]3[CH:20]=[CH:19][C:18]([Cl:21])=[CH:17][C:16]=3[F:22])([C:13]#[N:14])[CH:11]([CH2:23][C:24]([CH3:27])([CH3:26])[CH3:25])[CH2:10][NH:9]2)[CH:5]=[CH:6][CH:7]=1.[CH3:29][O:30][C:31](=[O:48])[C:32]1[CH:37]=[CH:36][C:35]([NH:38][C:39](N2C=CN=C2)=[O:40])=[CH:34][C:33]=1[O:46][CH3:47], predict the reaction product.